From a dataset of Reaction yield outcomes from USPTO patents with 853,638 reactions. Predict the reaction yield, written as a fraction of the theoretical maximum amount of product (1.0 means a 100% yield; for example, 0.34 means a 34% yield). (1) The reactants are [CH3:1][O:2][C:3]1[CH:8]=[C:7]([O:9][CH3:10])[CH:6]=[CH:5][C:4]=1[C:11]#[C:12][CH2:13][CH2:14][OH:15]. The catalyst is C(O)C.[Pd]. The product is [CH3:1][O:2][C:3]1[CH:8]=[C:7]([O:9][CH3:10])[CH:6]=[CH:5][C:4]=1[CH2:11][CH2:12][CH2:13][CH2:14][OH:15]. The yield is 0.970. (2) The reactants are [CH2:1]([O:5][CH2:6][C@@H:7]([NH:12][C:13]([C@H:15]1[O:17][C@@H:16]1[C:18]([O:20]CC)=[O:19])=[O:14])[CH2:8][CH:9]([CH3:11])[CH3:10])[CH:2]([CH3:4])[CH3:3].[OH-].[Na+:24]. The catalyst is C(O)C. The product is [CH2:1]([O:5][CH2:6][C@@H:7]([NH:12][C:13]([C@H:15]1[O:17][C@@H:16]1[C:18]([O-:20])=[O:19])=[O:14])[CH2:8][CH:9]([CH3:11])[CH3:10])[CH:2]([CH3:3])[CH3:4].[Na+:24]. The yield is 0.699.